Dataset: Forward reaction prediction with 1.9M reactions from USPTO patents (1976-2016). Task: Predict the product of the given reaction. (1) The product is: [F:1][C:2]([F:7])([F:6])[C:3]([OH:5])=[O:4].[O:42]=[S:39]1(=[O:43])[CH2:40][CH2:41][N:36]([CH2:35][C:32]2[CH:33]=[CH:34][C:29]([CH2:28][NH:27][C:26]3[C:22]([C:17]4[N:16]([C:11]5[CH:12]=[CH:13][C:14]([F:15])=[C:9]([CH:10]=5)[C:44]#[N:45])[C:20](=[O:21])[O:19][N:18]=4)=[N:23][O:24][N:25]=3)=[CH:30][CH:31]=2)[CH2:37][CH2:38]1. Given the reactants [F:1][C:2]([F:7])([F:6])[C:3]([OH:5])=[O:4].Br[C:9]1[CH:10]=[C:11]([N:16]2[C:20](=[O:21])[O:19][N:18]=[C:17]2[C:22]2[C:26]([NH:27][CH2:28][C:29]3[CH:34]=[CH:33][C:32]([CH2:35][N:36]4[CH2:41][CH2:40][S:39](=[O:43])(=[O:42])[CH2:38][CH2:37]4)=[CH:31][CH:30]=3)=[N:25][O:24][N:23]=2)[CH:12]=[CH:13][C:14]=1[F:15].[CH3:44][N:45](C)C=O, predict the reaction product. (2) Given the reactants [CH3:1][O:2][CH2:3][CH2:4][NH:5][C:6]1[C:7]([C:12]([O:14][CH2:15][CH3:16])=[O:13])=[N:8][CH:9]=[CH:10][CH:11]=1.C1C(=O)N([Br:24])C(=O)C1, predict the reaction product. The product is: [Br:24][C:9]1[N:8]=[C:7]([C:12]([O:14][CH2:15][CH3:16])=[O:13])[C:6]([NH:5][CH2:4][CH2:3][O:2][CH3:1])=[CH:11][CH:10]=1. (3) Given the reactants C1C=CC2N(O)N=NC=2C=1.[C:11]([NH:14][C@@H:15]([CH2:19][C:20]1[CH:25]=[CH:24][CH:23]=[CH:22][CH:21]=1)[C:16](O)=[O:17])(=[O:13])[CH3:12].CCN=C=NCCCN(C)C.[NH2:37][C@@H:38]([CH2:47][C:48]1[CH:53]=[CH:52][CH:51]=[C:50]([CH2:54][N:55]2[CH2:59][C:58](=[O:60])[N:57]([CH2:61][C:62]3[CH:67]=[CH:66][C:65]([O:68][CH3:69])=[CH:64][CH:63]=3)[S:56]2(=[O:71])=[O:70])[CH:49]=1)[C:39]([NH:41][CH2:42][CH2:43][CH2:44][CH2:45][CH3:46])=[O:40], predict the reaction product. The product is: [C:11]([NH:14][C@@H:15]([CH2:19][C:20]1[CH:21]=[CH:22][CH:23]=[CH:24][CH:25]=1)[C:16]([NH:37][C@@H:38]([CH2:47][C:48]1[CH:53]=[CH:52][CH:51]=[C:50]([CH2:54][N:55]2[CH2:59][C:58](=[O:60])[N:57]([CH2:61][C:62]3[CH:67]=[CH:66][C:65]([O:68][CH3:69])=[CH:64][CH:63]=3)[S:56]2(=[O:70])=[O:71])[CH:49]=1)[C:39]([NH:41][CH2:42][CH2:43][CH2:44][CH2:45][CH3:46])=[O:40])=[O:17])(=[O:13])[CH3:12]. (4) Given the reactants [F:1][CH2:2][CH2:3][N:4]1[C:9](=[O:10])[C:8]2[C:11]([C:32]3[CH:37]=[CH:36][CH:35]=[CH:34][CH:33]=3)=[C:12]([C:14]3[CH:19]=[CH:18][C:17]([C:20]4([NH:24][C:25](=[O:31])[O:26][C:27]([CH3:30])([CH3:29])[CH3:28])[CH2:23][CH2:22][CH2:21]4)=[CH:16][CH:15]=3)[O:13][C:7]=2[N:6]=[C:5]1S(C)=O.[NH2:41][CH2:42][CH2:43][OH:44], predict the reaction product. The product is: [F:1][CH2:2][CH2:3][N:4]1[C:9](=[O:10])[C:8]2[C:11]([C:32]3[CH:37]=[CH:36][CH:35]=[CH:34][CH:33]=3)=[C:12]([C:14]3[CH:19]=[CH:18][C:17]([C:20]4([NH:24][C:25](=[O:31])[O:26][C:27]([CH3:30])([CH3:29])[CH3:28])[CH2:23][CH2:22][CH2:21]4)=[CH:16][CH:15]=3)[O:13][C:7]=2[N:6]=[C:5]1[NH:41][CH2:42][CH2:43][OH:44]. (5) Given the reactants [OH:1][CH:2]([CH2:11][O:12][C:13]1[CH:18]=[CH:17][CH:16]=[CH:15][CH:14]=1)[CH2:3][O:4][C:5]1[CH:10]=[CH:9][CH:8]=[CH:7][CH:6]=1.[C:19](Cl)(=[O:21])[CH3:20].C(N(CC)CC)C.O, predict the reaction product. The product is: [C:19]([O:1][CH:2]([CH2:3][O:4][C:5]1[CH:10]=[CH:9][CH:8]=[CH:7][CH:6]=1)[CH2:11][O:12][C:13]1[CH:18]=[CH:17][CH:16]=[CH:15][CH:14]=1)(=[O:21])[CH3:20]. (6) Given the reactants [N+:1](/[C:4](/[CH3:16])=[CH:5]/[C:6]1[CH:15]=[CH:14][C:9]([C:10]([O:12][CH3:13])=[O:11])=[CH:8][CH:7]=1)([O-:3])=[O:2].[OH:17]O.[OH-].[Na+].Cl, predict the reaction product. The product is: [CH3:16][C:4]1([N+:1]([O-:3])=[O:2])[O:17][CH:5]1[C:6]1[CH:15]=[CH:14][C:9]([C:10]([O:12][CH3:13])=[O:11])=[CH:8][CH:7]=1. (7) Given the reactants [OH:1][CH2:2][C:3]1[C:7]2[CH2:8][N:9](C(OC(C)(C)C)=O)[CH2:10][CH2:11][C:6]=2[NH:5][N:4]=1.Cl.O1CCOCC1, predict the reaction product. The product is: [NH:5]1[C:6]2[CH2:11][CH2:10][NH:9][CH2:8][C:7]=2[C:3]([CH2:2][OH:1])=[N:4]1. (8) The product is: [C:26]([O:25][C:23]([N:9]1[CH2:8][CH2:7][N:6]2[CH:11]=[C:3]([C:2]([F:12])([F:1])[F:13])[N:4]=[C:5]2[CH2:10]1)=[O:24])([CH3:29])([CH3:28])[CH3:27]. Given the reactants [F:1][C:2]([F:13])([F:12])[C:3]1[N:4]=[C:5]2[CH2:10][NH:9][CH2:8][CH2:7][N:6]2[CH:11]=1.C(N(CC)C(C)C)(C)C.[C:23](O[C:23]([O:25][C:26]([CH3:29])([CH3:28])[CH3:27])=[O:24])([O:25][C:26]([CH3:29])([CH3:28])[CH3:27])=[O:24], predict the reaction product.